This data is from Full USPTO retrosynthesis dataset with 1.9M reactions from patents (1976-2016). The task is: Predict the reactants needed to synthesize the given product. (1) Given the product [OH:1][C:2]1[CH:3]=[CH:4][C:5]2[CH2:6][C@H:7]3[N:18]([C:29]([O:28][CH2:27][C:24]4[CH:25]=[CH:26][CH:21]=[CH:22][CH:23]=4)=[O:30])[CH2:17][CH2:16][C@@:13]4([C:14]=2[CH:15]=1)[C@H:8]3[CH2:9][CH2:10][CH2:11][CH2:12]4, predict the reactants needed to synthesize it. The reactants are: [OH:1][C:2]1[CH:3]=[CH:4][C:5]2[CH2:6][C@H:7]3[NH:18][CH2:17][CH2:16][C@@:13]4([C:14]=2[CH:15]=1)[C@H:8]3[CH2:9][CH2:10][CH2:11][CH2:12]4.[OH-].[Na+].[CH:21]1[CH:26]=[CH:25][C:24]([CH2:27][O:28][C:29](Cl)=[O:30])=[CH:23][CH:22]=1. (2) Given the product [CH:18]1([CH2:17][NH:16][C:14]([C:11]2[CH:12]=[CH:13][C:8]([C:6]3[C:5]([CH3:21])=[CH:4][CH:3]=[C:2]([NH:1][C:28](=[O:29])[CH2:27][C:23]4[O:22][CH:26]=[CH:25][CH:24]=4)[CH:7]=3)=[CH:9][CH:10]=2)=[O:15])[CH2:20][CH2:19]1, predict the reactants needed to synthesize it. The reactants are: [NH2:1][C:2]1[CH:3]=[CH:4][C:5]([CH3:21])=[C:6]([C:8]2[CH:13]=[CH:12][C:11]([C:14]([NH:16][CH2:17][CH:18]3[CH2:20][CH2:19]3)=[O:15])=[CH:10][CH:9]=2)[CH:7]=1.[O:22]1[CH:26]=[CH:25][CH:24]=[C:23]1[CH2:27][C:28](O)=[O:29]. (3) Given the product [N:50]1([C:2]2[CH:11]=[C:10]3[C:5]([CH:6]=[C:7]([C:13]4[CH:18]=[CH:17][CH:16]=[CH:15][C:14]=4[C:19]([F:22])([F:21])[F:20])[NH:8][C:9]3=[O:12])=[CH:4][CH:3]=2)[CH2:54][CH2:53][CH2:52][CH2:51]1, predict the reactants needed to synthesize it. The reactants are: Cl[C:2]1[CH:11]=[C:10]2[C:5]([CH:6]=[C:7]([C:13]3[CH:18]=[CH:17][CH:16]=[CH:15][C:14]=3[C:19]([F:22])([F:21])[F:20])[NH:8][C:9]2=[O:12])=[CH:4][CH:3]=1.C(P(C(C)(C)C)C1C=CC=CC=1C1C=CC=CC=1)(C)(C)C.CC(C)([O-])C.[Na+].[NH:50]1[CH2:54][CH2:53][CH2:52][CH2:51]1. (4) Given the product [CH3:15][O:16][C:17]1[CH:18]=[C:19]([CH:22]=[CH:23][CH:24]=1)[CH2:20][O:8][C:7]1[CH:9]=[C:10]([OH:11])[CH:12]=[CH:13][CH:14]=1, predict the reactants needed to synthesize it. The reactants are: C(=O)([O-])[O-].[K+].[K+].[C:7]1([CH:14]=[CH:13][CH:12]=[C:10]([OH:11])[CH:9]=1)[OH:8].[CH3:15][O:16][C:17]1[CH:18]=[C:19]([CH:22]=[CH:23][CH:24]=1)[CH2:20]Br. (5) Given the product [Br:1][C:2]1[N:7]2[CH:11]=[CH:12][N:8]=[C:6]2[C:5]([CH3:9])=[CH:4][CH:3]=1, predict the reactants needed to synthesize it. The reactants are: [Br:1][C:2]1[N:7]=[C:6]([NH2:8])[C:5]([CH3:9])=[CH:4][CH:3]=1.Cl[CH2:11][CH:12]=O. (6) The reactants are: [NH2:1][CH2:2][C:3]1[C:4](=[N:9][NH:10][C:11]2[CH:16]=[CH:15][C:14]([F:17])=[C:13]([F:18])[CH:12]=2)[C:5]([NH2:8])=[N:6][N:7]=1.C(N(CC)CC)C.[C:26](Cl)(=[O:33])[C:27]1[CH:32]=[CH:31][CH:30]=[N:29][CH:28]=1.C(OCC)(=O)C. Given the product [NH2:8][C:5]1[C:4](=[N:9][NH:10][C:11]2[CH:16]=[CH:15][C:14]([F:17])=[C:13]([F:18])[CH:12]=2)[C:3]([CH2:2][NH:1][C:26](=[O:33])[C:27]2[CH:32]=[CH:31][CH:30]=[N:29][CH:28]=2)=[N:7][N:6]=1, predict the reactants needed to synthesize it. (7) Given the product [CH:13]1([CH:16]=[CH:11][C:10]([C:3]2[CH:4]=[CH:5][C:6]([O:8][CH3:9])=[CH:7][C:2]=2[OH:1])=[O:12])[CH2:15][CH2:14]1, predict the reactants needed to synthesize it. The reactants are: [OH:1][C:2]1[CH:7]=[C:6]([O:8][CH3:9])[CH:5]=[CH:4][C:3]=1[C:10](=[O:12])[CH3:11].[CH:13]1([CH:16]=O)[CH2:15][CH2:14]1.Cl.